From a dataset of Catalyst prediction with 721,799 reactions and 888 catalyst types from USPTO. Predict which catalyst facilitates the given reaction. Reactant: [CH3:1][C:2]1([CH3:22])[CH2:7][C:6]([CH3:9])([CH3:8])[CH2:5][CH:4]([C:10]2[CH:15]=[CH:14][CH:13]=[CH:12][C:11]=2[N:16]2[CH2:21][CH2:20][NH:19][CH2:18][CH2:17]2)[CH2:3]1.[CH:23](=O)[CH2:24][CH2:25][CH3:26].C(O[BH-](OC(=O)C)OC(=O)C)(=O)C.[Na+].C(O)(=O)C.C(=O)([O-])O.[Na+]. Product: [CH2:23]([N:19]1[CH2:18][CH2:17][N:16]([C:11]2[CH:12]=[CH:13][CH:14]=[CH:15][C:10]=2[CH:4]2[CH2:3][C:2]([CH3:22])([CH3:1])[CH2:7][C:6]([CH3:8])([CH3:9])[CH2:5]2)[CH2:21][CH2:20]1)[CH2:24][CH2:25][CH3:26]. The catalyst class is: 7.